Predict the reaction yield, written as a fraction of the theoretical maximum amount of product (1.0 means a 100% yield; for example, 0.34 means a 34% yield). From a dataset of Reaction yield outcomes from USPTO patents with 853,638 reactions. (1) The reactants are [Cl:1][C:2]1[CH:3]=[C:4]([C:8]2[C:16]3[C:15]([NH2:17])=[N:14][CH:13]=[N:12][C:11]=3[S:10][C:9]=2[CH3:18])[CH:5]=[CH:6][CH:7]=1.[N+:19]([O-])([OH:21])=[O:20].C([O-])([O-])=O.[Na+].[Na+]. The catalyst is OS(O)(=O)=O. The product is [Cl:1][C:2]1[CH:3]=[C:4]([C:8]2[C:16]3[C:15]([NH2:17])=[N:14][CH:13]=[N:12][C:11]=3[S:10][C:9]=2[CH3:18])[CH:5]=[CH:6][C:7]=1[N+:19]([O-:21])=[O:20]. The yield is 0.930. (2) The reactants are C([O:3][C:4]([C:6]1(C(OCC)=O)[CH2:14][C:13]2[N:12]=[CH:11][CH:10]=[CH:9][C:8]=2[CH2:7]1)=[O:5])C. The product is [N:12]1[C:13]2[CH2:14][CH:6]([C:4]([OH:5])=[O:3])[CH2:7][C:8]=2[CH:9]=[CH:10][CH:11]=1. The yield is 1.00. The catalyst is Cl.